Dataset: Catalyst prediction with 721,799 reactions and 888 catalyst types from USPTO. Task: Predict which catalyst facilitates the given reaction. (1) Product: [O:19]=[C:18]([C:17]([F:24])([F:23])[F:16])[CH2:8][C:7]([C:10]1[CH:15]=[CH:14][CH:13]=[CH:12][N:11]=1)=[O:9]. The catalyst class is: 1. Reactant: CC(C)([O-])C.[K+].[C:7]([C:10]1[CH:15]=[CH:14][CH:13]=[CH:12][N:11]=1)(=[O:9])[CH3:8].[F:16][C:17]([F:24])([F:23])[C:18](OCC)=[O:19].OS(O)(=O)=O. (2) The catalyst class is: 97. Reactant: [F:1][C:2]([F:12])([F:11])[O:3][C:4]1[CH:10]=[CH:9][C:7]([NH2:8])=[CH:6][CH:5]=1.P(=O)(O)(O)O.[N+]([O-])(O)=O.[N:22]([O-])=O.[Na+].C([O-])(=O)C.[K+].[C:31]([CH2:34][C:35](=[O:37])[CH3:36])(=[O:33])[CH3:32]. Product: [F:1][C:2]([F:11])([F:12])[O:3][C:4]1[CH:10]=[CH:9][C:7]([NH:8][N:22]=[C:34]([C:35](=[O:37])[CH3:36])[C:31](=[O:33])[CH3:32])=[CH:6][CH:5]=1. (3) Reactant: C(O[C:4](=[O:20])[CH2:5][N:6]([CH2:16][C:17](=[O:19])[CH3:18])[C:7]1[C:12]([CH3:13])=[CH:11][C:10]([CH3:14])=[CH:9][C:8]=1[CH3:15])C.CC(C)([O-])C.[K+]. Product: [CH3:15][C:8]1[CH:9]=[C:10]([CH3:14])[CH:11]=[C:12]([CH3:13])[C:7]=1[N:6]1[CH2:5][C:4](=[O:20])[CH2:18][C:17](=[O:19])[CH2:16]1. The catalyst class is: 1. (4) Reactant: [CH3:1][O:2][C:3]1[CH:8]=[CH:7][C:6](B(O)O)=[CH:5][C:4]=1[CH:12]1[C:25]2[C:24](=[O:26])[CH2:23][C:22]([CH3:28])([CH3:27])[CH2:21][C:20]=2[O:19][C:18]2[CH2:17][C:16]([CH3:30])([CH3:29])[CH2:15][C:14](=[O:31])[C:13]1=2.Cl[C:33]1[N:38]=[C:37]([C:39]#[N:40])[CH:36]=[CH:35][CH:34]=1.C(=O)([O-])[O-].[Na+].[Na+]. Product: [CH3:1][O:2][C:3]1[CH:8]=[CH:7][C:6]([C:33]2[N:38]=[C:37]([C:39]#[N:40])[CH:36]=[CH:35][CH:34]=2)=[CH:5][C:4]=1[CH:12]1[C:25]2[C:24](=[O:26])[CH2:23][C:22]([CH3:28])([CH3:27])[CH2:21][C:20]=2[O:19][C:18]2[CH2:17][C:16]([CH3:30])([CH3:29])[CH2:15][C:14](=[O:31])[C:13]1=2. The catalyst class is: 108. (5) Reactant: [C:1]([C:5]1[CH:34]=[CH:33][C:8]([O:9][C:10]2[CH:15]=[CH:14][C:13]([C:16]3[CH:21]=[CH:20][C:19]([O:22][C:23]([F:26])([F:25])[F:24])=[CH:18][CH:17]=3)=[CH:12][C:11]=2/[CH:27]=[CH:28]\[C:29]([O:31]C)=[O:30])=[CH:7][CH:6]=1)([CH3:4])([CH3:3])[CH3:2].CO.[OH-].[Na+].Cl. Product: [C:1]([C:5]1[CH:34]=[CH:33][C:8]([O:9][C:10]2[CH:15]=[CH:14][C:13]([C:16]3[CH:21]=[CH:20][C:19]([O:22][C:23]([F:24])([F:25])[F:26])=[CH:18][CH:17]=3)=[CH:12][C:11]=2/[CH:27]=[CH:28]\[C:29]([OH:31])=[O:30])=[CH:7][CH:6]=1)([CH3:4])([CH3:2])[CH3:3]. The catalyst class is: 7. (6) Reactant: C([N:8]1[CH2:25][CH2:24][C:11]2([C:15](=[O:16])[N:14]([C:17]3[CH2:21]C[C:19](=[O:22])[C:18]=3[CH3:23])[CH2:13][CH2:12]2)[CH:10]([OH:26])[CH2:9]1)C1C=CC=CC=1.C(O[C:32](=[O:38])[O:33][C:34]([CH3:37])([CH3:36])[CH3:35])(C)(C)C.[OH:39]CC1(OC[C@@H](O)[C@@H](O)[C@H]1O)O. Product: [OH:26][CH:10]1[CH2:9][N:8]([C:32]([O:33][C:34]([CH3:35])([CH3:36])[CH3:37])=[O:38])[CH2:25][CH2:24][C:11]21[C:15](=[O:16])[N:14]([C:17]1[CH2:21][O:39][C:19](=[O:22])[C:18]=1[CH3:23])[CH2:13][CH2:12]2. The catalyst class is: 19. (7) Reactant: [S:1]1[C:5]2[CH:6]=[CH:7][CH:8]=[CH:9][C:4]=2[N:3]=[CH:2]1.[Li]CCCC.[CH2:15]([O:17][C:18]1[CH:19]=[C:20]([O:35][CH:36]([CH3:38])[CH3:37])[C:21]([F:34])=[C:22]([CH:33]=1)/[CH:23]=[N:24]/[C:25]1[CH:32]=[CH:31][C:28]([C:29]#[N:30])=[CH:27][CH:26]=1)[CH3:16]. Product: [S:1]1[C:5]2[CH:6]=[CH:7][CH:8]=[CH:9][C:4]=2[N:3]=[C:2]1[N:24]([CH2:23][C:22]1[CH:33]=[C:18]([O:17][CH2:15][CH3:16])[CH:19]=[C:20]([O:35][CH:36]([CH3:38])[CH3:37])[C:21]=1[F:34])[C:25]1[CH:32]=[CH:31][C:28]([C:29]#[N:30])=[CH:27][CH:26]=1. The catalyst class is: 1.